From a dataset of Reaction yield outcomes from USPTO patents with 853,638 reactions. Predict the reaction yield, written as a fraction of the theoretical maximum amount of product (1.0 means a 100% yield; for example, 0.34 means a 34% yield). The reactants are [CH3:1][O:2][C:3]([NH:5][C@H:6]([C:10]([N:12]1[CH2:16][C@@H:15]([CH3:17])[CH2:14][C@H:13]1[C:18]1[NH:19][C:20]([C:23]2[CH:28]=[C:27]3[CH2:29][O:30][C:31]4[CH:56]=[C:55]5[C:34]([CH:35]=[CH:36][C:37]6[N:41]=[C:40]([C@@H:42]7[CH2:46][C@H:45]([CH3:47])[CH2:44][N:43]7C(OC(C)(C)C)=O)[NH:39][C:38]=65)=[CH:33][C:32]=4[C:26]3=[CH:25][CH:24]=2)=[CH:21][N:22]=1)=[O:11])[CH:7]([CH3:9])[CH3:8])=[O:4].Cl.[CH3:58][O:59][C:60]([NH:62][C@H:63]([C:67]1[CH:72]=[CH:71][CH:70]=[CH:69][CH:68]=1)[C:64]([OH:66])=O)=[O:61].CCOC(C(C#N)=NOC(N1CCOCC1)=[N+](C)C)=O.F[P-](F)(F)(F)(F)F.CCN(C(C)C)C(C)C. The catalyst is C(Cl)Cl.CO.CCOC(C)=O.CN(C=O)C.CO. The product is [CH3:58][O:59][C:60]([NH:62][C@H:63]([C:67]1[CH:72]=[CH:71][CH:70]=[CH:69][CH:68]=1)[C:64]([N:43]1[CH2:44][C@@H:45]([CH3:47])[CH2:46][C@H:42]1[C:40]1[NH:39][C:38]2[C:55]3[C:34]([CH:35]=[CH:36][C:37]=2[N:41]=1)=[CH:33][C:32]1[C:26]2[C:27]([CH2:29][O:30][C:31]=1[CH:56]=3)=[CH:28][C:23]([C:20]1[NH:19][C:18]([C@@H:13]3[CH2:14][C@H:15]([CH3:17])[CH2:16][N:12]3[C:10](=[O:11])[C@@H:6]([NH:5][C:3](=[O:4])[O:2][CH3:1])[CH:7]([CH3:8])[CH3:9])=[N:22][CH:21]=1)=[CH:24][CH:25]=2)=[O:66])=[O:61]. The yield is 0.530.